This data is from Full USPTO retrosynthesis dataset with 1.9M reactions from patents (1976-2016). The task is: Predict the reactants needed to synthesize the given product. (1) Given the product [C:21]([Si:25]([CH3:35])([CH3:34])[O:26][C:27]1[CH:28]=[C:29]([NH:33][C:10](=[O:11])[C:9]2[CH:13]=[CH:14][CH:15]=[C:7]([O:6][C:5]3[CH:16]=[CH:17][C:2]([Cl:1])=[CH:3][C:4]=3[N+:18]([O-:20])=[O:19])[CH:8]=2)[CH:30]=[CH:31][CH:32]=1)([CH3:24])([CH3:23])[CH3:22], predict the reactants needed to synthesize it. The reactants are: [Cl:1][C:2]1[CH:17]=[CH:16][C:5]([O:6][C:7]2[CH:8]=[C:9]([CH:13]=[CH:14][CH:15]=2)[C:10](Cl)=[O:11])=[C:4]([N+:18]([O-:20])=[O:19])[CH:3]=1.[C:21]([Si:25]([CH3:35])([CH3:34])[O:26][C:27]1[CH:28]=[C:29]([NH2:33])[CH:30]=[CH:31][CH:32]=1)([CH3:24])([CH3:23])[CH3:22].C(N(CC)C(C)C)(C)C.O. (2) Given the product [C:1]1([CH:7]([C:14]2[CH:15]=[CH:16][C:17]([C:20]([F:23])([F:21])[F:22])=[CH:18][CH:19]=2)[CH:8]2[CH2:9][CH2:10][N:11]([CH2:32][C:33]([O:35][CH2:36][CH3:37])=[O:34])[CH2:12][CH2:13]2)[CH:2]=[CH:3][CH:4]=[CH:5][CH:6]=1, predict the reactants needed to synthesize it. The reactants are: [C:1]1([CH:7]([C:14]2[CH:19]=[CH:18][C:17]([C:20]([F:23])([F:22])[F:21])=[CH:16][CH:15]=2)[CH:8]2[CH2:13][CH2:12][NH:11][CH2:10][CH2:9]2)[CH:6]=[CH:5][CH:4]=[CH:3][CH:2]=1.C(N(CC)CC)C.Br[CH2:32][C:33]([O:35][CH2:36][CH3:37])=[O:34].C(OCC)(=O)C. (3) Given the product [CH3:19][O:16][C:14]([C:13]1[CH:12]=[CH:4][C:3]2[C:2](=[CH:9][C:8]([NH2:10])=[CH:7][CH:6]=2)[N:1]=1)=[O:15], predict the reactants needed to synthesize it. The reactants are: [NH2:1][C:2]1[CH:9]=[C:8]([NH2:10])[CH:7]=[CH:6][C:3]=1[CH:4]=O.C[CH2:12][C:13](=O)[C:14]([O-:16])=[O:15].N1CCCC[CH2:19]1. (4) Given the product [C:1]([NH:5][C:6]1[C:15]2[C:10](=[C:11]([NH:16][C:20](=[O:21])[C:19]3[CH:23]=[CH:24][C:25]([F:35])=[C:26]([CH2:27][NH:28][C:29](=[O:34])[C:30]([CH3:31])([CH3:32])[CH3:33])[C:18]=3[Cl:17])[CH:12]=[CH:13][CH:14]=2)[N:9]=[CH:8][N:7]=1)([CH3:4])([CH3:2])[CH3:3], predict the reactants needed to synthesize it. The reactants are: [C:1]([NH:5][C:6]1[C:15]2[C:10](=[C:11]([NH2:16])[CH:12]=[CH:13][CH:14]=2)[N:9]=[CH:8][N:7]=1)([CH3:4])([CH3:3])[CH3:2].[Cl:17][C:18]1[C:26]([CH2:27][NH:28][C:29](=[O:34])[C:30]([CH3:33])([CH3:32])[CH3:31])=[C:25]([F:35])[CH:24]=[CH:23][C:19]=1[C:20](O)=[O:21].C(Cl)(=O)C(Cl)=O.CCN(C(C)C)C(C)C. (5) Given the product [C:1]([O-:4])(=[O:3])[CH3:2].[C:10]([NH:15][C:16]1[CH:21]=[CH:20][C:19]([C:22]2[C:23]3[C:28]([O:29][C:30]4[C:35]=2[CH:34]=[CH:33][C:32](=[N+:36]([CH3:37])[CH3:38])[CH:31]=4)=[CH:27][C:26]([N:39]([CH3:41])[CH3:40])=[CH:25][CH:24]=3)=[CH:18][CH:17]=1)(=[O:11])[CH3:9], predict the reactants needed to synthesize it. The reactants are: [C:1]([O:4]C(=O)C)(=[O:3])[CH3:2].F[C:9](F)(F)[C:10]([O-])=[O:11].[NH2:15][C:16]1[CH:21]=[CH:20][C:19]([C:22]2[C:23]3[C:28]([O:29][C:30]4[C:35]=2[CH:34]=[CH:33][C:32](=[N+:36]([CH3:38])[CH3:37])[CH:31]=4)=[CH:27][C:26]([N:39]([CH3:41])[CH3:40])=[CH:25][CH:24]=3)=[CH:18][CH:17]=1.